From a dataset of Catalyst prediction with 721,799 reactions and 888 catalyst types from USPTO. Predict which catalyst facilitates the given reaction. Reactant: [OH-].[Na+].[CH:3]([C:5]1[CH:10]=[CH:9][CH:8]=[CH:7][C:6]=1[B:11]([OH:13])[OH:12])=O.[N+:14]([CH2:17][CH3:18])([O-:16])=[O:15].Cl. Product: [N+:14]([CH:17]([CH:3]1[O:13][B:11]([OH:12])[C:6]2[CH:7]=[CH:8][CH:9]=[CH:10][C:5]1=2)[CH3:18])([O-:16])=[O:15]. The catalyst class is: 238.